From a dataset of Forward reaction prediction with 1.9M reactions from USPTO patents (1976-2016). Predict the product of the given reaction. (1) Given the reactants [CH3:1][O:2][C:3](=[O:16])[C:4]1[CH:9]=[C:8](I)[C:7]([C:11]([F:14])([F:13])[F:12])=[CH:6][C:5]=1[NH2:15].C([Sn](CCCC)(CCCC)[C:22]1[CH:27]=[N:26][CH:25]=[CH:24][N:23]=1)CCC.[Li+].[Cl-].C(C1C(C)=CC=C(O)C=1C(C)(C)C)(C)(C)C, predict the reaction product. The product is: [CH3:1][O:2][C:3](=[O:16])[C:4]1[CH:9]=[C:8]([C:22]2[CH:27]=[N:26][CH:25]=[CH:24][N:23]=2)[C:7]([C:11]([F:14])([F:13])[F:12])=[CH:6][C:5]=1[NH2:15]. (2) The product is: [C:3]([CH2:4][C:5]1[C:10]([F:11])=[C:9]([N:12]2[C:13](=[O:22])[C:14]3=[CH:21][CH:20]=[CH:19][CH:18]=[C:15]3[C:16]2=[O:17])[CH:8]=[CH:7][C:6]=1[N+:23]([O-:25])=[O:24])(=[O:2])[CH3:26]. Given the reactants C[O:2][C:3](OC)([CH3:26])[CH2:4][C:5]1[C:10]([F:11])=[C:9]([N:12]2[C:16](=[O:17])[C:15]3=[CH:18][CH:19]=[CH:20][CH:21]=[C:14]3[C:13]2=[O:22])[CH:8]=[CH:7][C:6]=1[N+:23]([O-:25])=[O:24].Cl, predict the reaction product. (3) Given the reactants [C:1]([NH:4][C:5]1[CH:13]=[C:12]([C:14]([F:17])([F:16])[F:15])[C:11]([N:18]2[CH:22]=[N:21][N:20]=[CH:19]2)=[CH:10][C:6]=1[C:7]([OH:9])=[O:8])(=[O:3])[CH3:2].[CH3:23][Si](C=[N+]=[N-])(C)C, predict the reaction product. The product is: [CH3:23][O:8][C:7](=[O:9])[C:6]1[CH:10]=[C:11]([N:18]2[CH:22]=[N:21][N:20]=[CH:19]2)[C:12]([C:14]([F:17])([F:15])[F:16])=[CH:13][C:5]=1[NH:4][C:1](=[O:3])[CH3:2]. (4) Given the reactants [C:1]([NH:5][C:6]1[C:15]2[CH:14]=[CH:13][CH:12]=[C:11]([C:16]([O:18]C)=[O:17])[C:10]=2[CH:9]=[CH:8][N:7]=1)([CH3:4])([CH3:3])[CH3:2].O1CCCC1.[Li+].[OH-].Cl, predict the reaction product. The product is: [C:1]([NH:5][C:6]1[C:15]2[CH:14]=[CH:13][CH:12]=[C:11]([C:16]([OH:18])=[O:17])[C:10]=2[CH:9]=[CH:8][N:7]=1)([CH3:4])([CH3:2])[CH3:3].